From a dataset of Peptide-MHC class II binding affinity with 134,281 pairs from IEDB. Regression. Given a peptide amino acid sequence and an MHC pseudo amino acid sequence, predict their binding affinity value. This is MHC class II binding data. The peptide sequence is PELGMNASHCNEMSW. The MHC is HLA-DPA10201-DPB10501 with pseudo-sequence HLA-DPA10201-DPB10501. The binding affinity (normalized) is 0.0311.